This data is from Full USPTO retrosynthesis dataset with 1.9M reactions from patents (1976-2016). The task is: Predict the reactants needed to synthesize the given product. (1) Given the product [Br:9][C:10]1[CH:11]=[C:12]([C:17]2([C:29]3[CH:34]=[CH:33][C:32]([O:35][CH3:36])=[C:31]([CH3:37])[CH:30]=3)[C:21]3=[N:22][CH2:23][C:24]([F:27])([F:26])[CH2:25][N:20]3[C:19]([NH2:2])=[N:18]2)[CH:13]=[CH:14][C:15]=1[F:16], predict the reactants needed to synthesize it. The reactants are: [OH-].[NH4+:2].C(OO)(C)(C)C.[Br:9][C:10]1[CH:11]=[C:12]([C:17]2([C:29]3[CH:34]=[CH:33][C:32]([O:35][CH3:36])=[C:31]([CH3:37])[CH:30]=3)[C:21]3=[N:22][CH2:23][C:24]([F:27])([F:26])[CH2:25][N:20]3[C:19](=S)[NH:18]2)[CH:13]=[CH:14][C:15]=1[F:16]. (2) Given the product [CH3:7][O:6][CH2:5][CH2:4][CH2:3][CH2:2][C:13]1([N:12]([CH3:25])[CH3:11])[CH2:22][CH2:21][C:16]2([O:20][CH2:19][CH2:18][O:17]2)[CH2:15][CH2:14]1, predict the reactants needed to synthesize it. The reactants are: Cl[CH2:2][CH2:3][CH2:4][CH2:5][O:6][CH3:7].[Mg].II.[CH3:11][N:12]([CH3:25])[C:13]1(C#N)[CH2:22][CH2:21][C:16]2([O:20][CH2:19][CH2:18][O:17]2)[CH2:15][CH2:14]1.[NH4+].[Cl-]. (3) Given the product [Br:1][C:2]1[CH:8]=[CH:7][C:5]([NH:6][C:18]2[O:31][C:24]3[C:23]([CH3:22])=[CH:28][C:27]([CH3:26])=[CH:21][C:20]=3[N:19]=2)=[C:4]([F:9])[CH:3]=1, predict the reactants needed to synthesize it. The reactants are: [Br:1][C:2]1[CH:8]=[CH:7][C:5]([NH2:6])=[C:4]([F:9])[CH:3]=1.C(N1[CH:21]=[CH:20][N:19]=[CH:18]1)([N:19]1[CH:20]=[CH:21]N=[CH:18]1)=S.[CH3:22][C:23]1[CH:28]=[C:27](C)[CH:26]=C(N)[C:24]=1[OH:31].CN(C)CCCN=C=NCC. (4) Given the product [N+:1]([C:4]1[CH:5]=[CH:6][C:7]([C@@H:10]([CH3:14])[CH2:11][OH:12])=[CH:8][CH:9]=1)([O-:3])=[O:2], predict the reactants needed to synthesize it. The reactants are: [N+:1]([C:4]1[CH:9]=[CH:8][C:7]([C@@H:10]([CH3:14])[C:11](O)=[O:12])=[CH:6][CH:5]=1)([O-:3])=[O:2].CSC.B.B. (5) Given the product [ClH:1].[CH:2]([O:5][C:6]1[CH:11]=[CH:10][CH:9]=[CH:8][C:7]=1[N:12]1[CH2:18][CH2:17][CH2:16][NH:15][CH2:14][CH2:13]1)([CH3:4])[CH3:3], predict the reactants needed to synthesize it. The reactants are: [ClH:1].[CH:2]([O:5][C:6]1[CH:11]=[CH:10][CH:9]=[CH:8][C:7]=1[N:12]1[CH2:18][CH2:17][CH2:16][N:15](C(OC(C)(C)C)=O)[CH2:14][CH2:13]1)([CH3:4])[CH3:3]. (6) Given the product [N+:17]([C:14]1[CH:15]=[CH:16][C:11]([CH2:3][C:1]#[N:2])=[N:12][CH:13]=1)([O-:19])=[O:18], predict the reactants needed to synthesize it. The reactants are: [C:1]([CH:3]([C:11]1[CH:16]=[CH:15][C:14]([N+:17]([O-:19])=[O:18])=[CH:13][N:12]=1)C(OC(C)(C)C)=O)#[N:2]. (7) Given the product [OH:3][CH2:4][C:6]1[CH:10]=[C:9]([C:11]2[N:15]3[C:16]4[C:21]([N:22]=[C:23]([NH:24][CH2:25][CH2:26][CH2:27][OH:28])[C:14]3=[N:13][CH:12]=2)=[CH:20][C:19]([C:29]([F:30])([F:32])[F:31])=[CH:18][CH:17]=4)[NH:8][N:7]=1, predict the reactants needed to synthesize it. The reactants are: C([O:3][C:4]([C:6]1[CH:10]=[C:9]([C:11]2[N:15]3[C:16]4[C:21]([N:22]=[C:23]([NH:24][CH2:25][CH2:26][CH2:27][OH:28])[C:14]3=[N:13][CH:12]=2)=[CH:20][C:19]([C:29]([F:32])([F:31])[F:30])=[CH:18][CH:17]=4)[NH:8][N:7]=1)=O)C.[H-].[H-].[H-].[H-].[Li+].[Al+3].O1CCOCC1. (8) Given the product [F:1][C:2]1[CH:7]=[C:6]([CH3:8])[C:5]([S:9][CH2:10][C:11]([F:13])([F:12])[F:14])=[CH:4][C:3]=1[N:15]1[C:19]([C:20]([OH:22])=[O:21])=[CH:18][C:17]([O:25][CH2:26][C:27]([F:32])([F:33])[C:28]([F:29])([F:30])[F:31])=[N:16]1, predict the reactants needed to synthesize it. The reactants are: [F:1][C:2]1[CH:7]=[C:6]([CH3:8])[C:5]([S:9][CH2:10][C:11]([F:14])([F:13])[F:12])=[CH:4][C:3]=1[N:15]1[C:19]([C:20]([O:22]CC)=[O:21])=[CH:18][C:17]([O:25][CH2:26][C:27]([F:33])([F:32])[C:28]([F:31])([F:30])[F:29])=[N:16]1.[OH-].[K+].Cl. (9) Given the product [O:34]([C:32]1[CH:31]=[CH:30][C:22]([C:23]([O:25][C:26]([CH3:29])([CH3:27])[CH3:28])=[O:24])=[C:21]([NH:20][S:16](/[CH:15]=[CH:14]/[C:8]2[CH:13]=[CH:12][CH:11]=[CH:10][CH:9]=2)(=[O:18])=[O:17])[CH:33]=1)[C:35]1[CH:36]=[CH:37][CH:38]=[CH:39][CH:40]=1, predict the reactants needed to synthesize it. The reactants are: C(N(CC)CC)C.[C:8]1(/[CH:14]=[CH:15]/[S:16](Cl)(=[O:18])=[O:17])[CH:13]=[CH:12][CH:11]=[CH:10][CH:9]=1.[NH2:20][C:21]1[CH:33]=[C:32]([O:34][C:35]2[CH:40]=[CH:39][CH:38]=[CH:37][CH:36]=2)[CH:31]=[CH:30][C:22]=1[C:23]([O:25][C:26]([CH3:29])([CH3:28])[CH3:27])=[O:24].C(=O)([O-])O.[Na+].